Dataset: Catalyst prediction with 721,799 reactions and 888 catalyst types from USPTO. Task: Predict which catalyst facilitates the given reaction. Reactant: [OH:1][C:2]1[CH:3]=[C:4]2[C:8](=[CH:9][CH:10]=1)[NH:7][CH:6]=[CH:5]2.[H-].[Na+].[NH2:13][C:14]1[CH:19]=[C:18](Cl)[C:17]([C:21]#[N:22])=[CH:16][N:15]=1. Product: [NH2:13][C:14]1[CH:19]=[C:18]([O:1][C:2]2[CH:3]=[C:4]3[C:8](=[CH:9][CH:10]=2)[NH:7][CH:6]=[CH:5]3)[C:17]([C:21]#[N:22])=[CH:16][N:15]=1. The catalyst class is: 16.